Dataset: Forward reaction prediction with 1.9M reactions from USPTO patents (1976-2016). Task: Predict the product of the given reaction. (1) The product is: [CH3:19][O:20][C:21]1[N:26]=[CH:25][C:24]([NH:27][C:13](=[O:15])[C:12]2[CH:16]=[CH:17][CH:18]=[C:10]([S:7]([N:1]3[CH2:2][CH2:3][CH2:4][CH2:5][CH2:6]3)(=[O:8])=[O:9])[CH:11]=2)=[CH:23][CH:22]=1. Given the reactants [N:1]1([S:7]([C:10]2[CH:11]=[C:12]([CH:16]=[CH:17][CH:18]=2)[C:13]([OH:15])=O)(=[O:9])=[O:8])[CH2:6][CH2:5][CH2:4][CH2:3][CH2:2]1.[CH3:19][O:20][C:21]1[N:26]=[CH:25][C:24]([NH2:27])=[CH:23][CH:22]=1, predict the reaction product. (2) Given the reactants [CH:1]([N:4]1[C:9](=[O:10])[CH:8]=[CH:7][C:6]([C:11]2[CH:12]=[C:13]([NH:23]C(=O)OC(C)(C)C)[CH:14]=[N:15][C:16]=2[C:17]2[CH:22]=[CH:21][CH:20]=[CH:19][CH:18]=2)=[N:5]1)([CH3:3])[CH3:2].Cl.CCOC(C)=O.C([O-])(O)=O.[Na+], predict the reaction product. The product is: [NH2:23][C:13]1[CH:12]=[C:11]([C:6]2[CH:7]=[CH:8][C:9](=[O:10])[N:4]([CH:1]([CH3:2])[CH3:3])[N:5]=2)[C:16]([C:17]2[CH:18]=[CH:19][CH:20]=[CH:21][CH:22]=2)=[N:15][CH:14]=1. (3) Given the reactants ClC1C=CC(N(C)[C:9]([NH:11][C:12]2[CH:17]=[CH:16][CH:15]=[C:14]([C:18]3[CH:23]=[CH:22][CH:21]=[C:20]([N:24]4[CH2:28][CH2:27][CH2:26][CH2:25]4)[N:19]=3)[CH:13]=2)=[O:10])=CC=1.[Cl:30][C:31]1[CH:36]=[CH:35][C:34]([OH:37])=[C:33]([CH3:38])[CH:32]=1, predict the reaction product. The product is: [N:24]1([C:20]2[N:19]=[C:18]([C:14]3[CH:13]=[C:12]([NH:11][C:9](=[O:10])[O:37][C:34]4[CH:35]=[CH:36][C:31]([Cl:30])=[CH:32][C:33]=4[CH3:38])[CH:17]=[CH:16][CH:15]=3)[CH:23]=[CH:22][CH:21]=2)[CH2:25][CH2:26][CH2:27][CH2:28]1.